Task: Binary Classification. Given a drug SMILES string, predict its activity (active/inactive) in a high-throughput screening assay against a specified biological target.. Dataset: Cav3 T-type calcium channel HTS with 100,875 compounds (1) The molecule is Clc1cc(c(OC)cc1)C(=O)Nc1sc(nn1)COC. The result is 0 (inactive). (2) The molecule is O=C(NC1CCCc2c1cccc2)CCn1cccc1. The result is 0 (inactive). (3) The compound is o1c(CN\C(=C2\C(=O)c3c(C2=O)cccc3)C)ccc1. The result is 0 (inactive).